Dataset: NCI-60 drug combinations with 297,098 pairs across 59 cell lines. Task: Regression. Given two drug SMILES strings and cell line genomic features, predict the synergy score measuring deviation from expected non-interaction effect. (1) Drug 1: C1CN1P(=S)(N2CC2)N3CC3. Drug 2: C1CC(C1)(C(=O)O)C(=O)O.[NH2-].[NH2-].[Pt+2]. Cell line: NCI-H226. Synergy scores: CSS=9.70, Synergy_ZIP=-6.58, Synergy_Bliss=-7.65, Synergy_Loewe=-8.49, Synergy_HSA=-6.73. (2) Drug 1: CN(C)N=NC1=C(NC=N1)C(=O)N. Drug 2: C(CC(=O)O)C(=O)CN.Cl. Cell line: HCC-2998. Synergy scores: CSS=8.32, Synergy_ZIP=-5.89, Synergy_Bliss=-10.4, Synergy_Loewe=-12.9, Synergy_HSA=-10.0. (3) Drug 1: C1C(C(OC1N2C=NC3=C(N=C(N=C32)Cl)N)CO)O. Drug 2: B(C(CC(C)C)NC(=O)C(CC1=CC=CC=C1)NC(=O)C2=NC=CN=C2)(O)O. Cell line: MOLT-4. Synergy scores: CSS=78.1, Synergy_ZIP=-4.17, Synergy_Bliss=-9.86, Synergy_Loewe=-11.6, Synergy_HSA=-9.78. (4) Drug 1: CN(C)N=NC1=C(NC=N1)C(=O)N. Drug 2: C1CN1P(=S)(N2CC2)N3CC3. Cell line: MOLT-4. Synergy scores: CSS=41.2, Synergy_ZIP=-4.88, Synergy_Bliss=-7.43, Synergy_Loewe=-17.5, Synergy_HSA=-4.97. (5) Drug 1: CS(=O)(=O)C1=CC(=C(C=C1)C(=O)NC2=CC(=C(C=C2)Cl)C3=CC=CC=N3)Cl. Drug 2: C1=CC=C(C=C1)NC(=O)CCCCCCC(=O)NO. Cell line: NCI-H322M. Synergy scores: CSS=6.04, Synergy_ZIP=-0.486, Synergy_Bliss=-3.60, Synergy_Loewe=-21.2, Synergy_HSA=-4.57. (6) Cell line: UO-31. Synergy scores: CSS=9.62, Synergy_ZIP=4.60, Synergy_Bliss=7.77, Synergy_Loewe=-0.930, Synergy_HSA=1.65. Drug 2: C1=NC2=C(N1)C(=S)N=CN2. Drug 1: CC(C)(C#N)C1=CC(=CC(=C1)CN2C=NC=N2)C(C)(C)C#N. (7) Drug 1: C1CC(C1)(C(=O)O)C(=O)O.[NH2-].[NH2-].[Pt+2]. Drug 2: CC(C)(C#N)C1=CC(=CC(=C1)CN2C=NC=N2)C(C)(C)C#N. Cell line: CCRF-CEM. Synergy scores: CSS=12.1, Synergy_ZIP=1.82, Synergy_Bliss=20.0, Synergy_Loewe=-2.42, Synergy_HSA=1.01. (8) Cell line: OVCAR-5. Synergy scores: CSS=12.0, Synergy_ZIP=-2.46, Synergy_Bliss=0.321, Synergy_Loewe=-3.42, Synergy_HSA=-0.563. Drug 1: CC(C1=C(C=CC(=C1Cl)F)Cl)OC2=C(N=CC(=C2)C3=CN(N=C3)C4CCNCC4)N. Drug 2: CS(=O)(=O)OCCCCOS(=O)(=O)C. (9) Drug 1: CC=C1C(=O)NC(C(=O)OC2CC(=O)NC(C(=O)NC(CSSCCC=C2)C(=O)N1)C(C)C)C(C)C. Drug 2: C1C(C(OC1N2C=NC3=C2NC=NCC3O)CO)O. Cell line: NCIH23. Synergy scores: CSS=37.4, Synergy_ZIP=2.97, Synergy_Bliss=-0.00556, Synergy_Loewe=-38.4, Synergy_HSA=-1.77. (10) Drug 1: CC(CN1CC(=O)NC(=O)C1)N2CC(=O)NC(=O)C2. Drug 2: CC1=C2C(C(=O)C3(C(CC4C(C3C(C(C2(C)C)(CC1OC(=O)C(C(C5=CC=CC=C5)NC(=O)C6=CC=CC=C6)O)O)OC(=O)C7=CC=CC=C7)(CO4)OC(=O)C)O)C)OC(=O)C. Cell line: IGROV1. Synergy scores: CSS=25.9, Synergy_ZIP=-11.0, Synergy_Bliss=-7.07, Synergy_Loewe=-3.44, Synergy_HSA=-2.02.